From a dataset of Reaction yield outcomes from USPTO patents with 853,638 reactions. Predict the reaction yield, written as a fraction of the theoretical maximum amount of product (1.0 means a 100% yield; for example, 0.34 means a 34% yield). (1) The reactants are CCN(C(C)C)C(C)C.[F:10][C:11]1[CH:12]=[CH:13][C:14]([C:20]([F:23])([F:22])[F:21])=[C:15]([CH:19]=1)[C:16]([OH:18])=O.C1C=CC2N(O)N=NC=2C=1.CCN=C=NCCCN(C)C.Cl.[O:46]=[C:47]([N:64]1[CH2:69][CH2:68][NH:67][CH2:66][CH2:65]1)[CH2:48][NH:49][C:50]([C:52]1[CH:57]=[CH:56][C:55]([C:58]2[CH:63]=[CH:62][CH:61]=[CH:60][CH:59]=2)=[CH:54][CH:53]=1)=[O:51]. The catalyst is CN(C=O)C.O. The product is [F:10][C:11]1[CH:12]=[CH:13][C:14]([C:20]([F:23])([F:22])[F:21])=[C:15]([CH:19]=1)[C:16]([N:67]1[CH2:66][CH2:65][N:64]([C:47](=[O:46])[CH2:48][NH:49][C:50]([C:52]2[CH:57]=[CH:56][C:55]([C:58]3[CH:63]=[CH:62][CH:61]=[CH:60][CH:59]=3)=[CH:54][CH:53]=2)=[O:51])[CH2:69][CH2:68]1)=[O:18]. The yield is 0.438. (2) The reactants are [CH3:1][NH:2][CH2:3][C:4]1[CH:12]=[C:11]2[C:7]([CH:8]=[CH:9][N:10]2[CH3:13])=[CH:6][CH:5]=1.Cl.[O:15]=[C:16]1[NH:25][C:24]2[N:23]=[CH:22][C:21](/[CH:26]=[CH:27]/[C:28](O)=[O:29])=[CH:20][C:19]=2[CH2:18][CH2:17]1. No catalyst specified. The product is [CH3:1][N:2]([CH2:3][C:4]1[CH:12]=[C:11]2[C:7]([CH:8]=[CH:9][N:10]2[CH3:13])=[CH:6][CH:5]=1)[C:28](=[O:29])[CH:27]=[CH:26][C:21]1[CH:22]=[N:23][C:24]2[NH:25][C:16](=[O:15])[CH2:17][CH2:18][C:19]=2[CH:20]=1. The yield is 0.650. (3) The reactants are [NH2:1][C:2]1[C:7]([F:8])=[CH:6][N:5]([CH:9]2[CH2:13][CH2:12][CH:11]([O:14]C(=O)C3C=CC([N+]([O-])=O)=CC=3)[CH2:10]2)[C:4](=[O:26])[N:3]=1.C[O-].[Na+]. No catalyst specified. The product is [NH2:1][C:2]1[C:7]([F:8])=[CH:6][N:5]([CH:9]2[CH2:13][CH2:12][CH:11]([OH:14])[CH2:10]2)[C:4](=[O:26])[N:3]=1. The yield is 0.460. (4) The reactants are [CH3:1][O:2][C:3](=[O:17])[CH2:4][CH2:5][C:6]1[C:14]2[C:9](=[CH:10][CH:11]=[C:12]([O:15][CH3:16])[CH:13]=2)[NH:8][CH:7]=1.[H-].[Na+].[CH3:20][O:21][C:22]1[CH:27]=[CH:26][C:25]([S:28](Cl)(=[O:30])=[O:29])=[CH:24][CH:23]=1. The catalyst is CN(C=O)C. The product is [CH3:1][O:2][C:3](=[O:17])[CH2:4][CH2:5][C:6]1[C:14]2[C:9](=[CH:10][CH:11]=[C:12]([O:15][CH3:16])[CH:13]=2)[N:8]([S:28]([C:25]2[CH:24]=[CH:23][C:22]([O:21][CH3:20])=[CH:27][CH:26]=2)(=[O:30])=[O:29])[CH:7]=1. The yield is 0.610. (5) The reactants are Cl[C:2]1[C:3]([CH:5]=[C:6]([NH:10][C:11]2[C:20]3[C:15](=[CH:16][C:17]([O:23][CH2:24][CH2:25][O:26][CH3:27])=[C:18]([O:21][CH3:22])[CH:19]=3)[N:14]=[CH:13][CH:12]=2)[C:7](=[O:9])[CH:8]=1)=[O:4].O.[OH-].[Na+].[CH3:31][C:32]([C:40]1[CH:45]=[CH:44][C:43]([OH:46])=[CH:42][CH:41]=1)([C:34]1[CH:39]=[CH:38][CH:37]=[CH:36][CH:35]=1)[CH3:33]. The catalyst is C(Cl)Cl. The product is [CH3:22][O:21][C:18]1[CH:19]=[C:20]2[C:15](=[CH:16][C:17]=1[O:23][CH2:24][CH2:25][O:26][CH3:27])[N:14]=[CH:13][CH:12]=[C:11]2[NH:10][C:6]1[C:7]([CH:8]=[C:2]([O:46][C:43]2[CH:42]=[CH:41][C:40]([C:32]([CH3:33])([C:34]3[CH:35]=[CH:36][CH:37]=[CH:38][CH:39]=3)[CH3:31])=[CH:45][CH:44]=2)[C:3](=[O:4])[CH:5]=1)=[O:9]. The yield is 0.770.